Dataset: M1 muscarinic receptor antagonist screen with 61,756 compounds. Task: Binary Classification. Given a drug SMILES string, predict its activity (active/inactive) in a high-throughput screening assay against a specified biological target. (1) The result is 0 (inactive). The compound is O1CCN(CCN2C(\C(C(=O)C2=O)=C(\O)c2cc(OC)ccc2)c2cccnc2)CC1. (2) The compound is n1(ncc2c1nc(nc2c1ccccc1)N(C)C)Cc1ccccc1. The result is 0 (inactive). (3) The molecule is S(=O)(=O)(N1CCN(CC1)C(=O)CSc1n(Cc2ccccc2)c(nn1)C)c1ccccc1. The result is 1 (active). (4) The molecule is O(C(CN1CCCC1)C)C(=O)COc1ccccc1. The result is 0 (inactive).